This data is from Peptide-MHC class II binding affinity with 134,281 pairs from IEDB. The task is: Regression. Given a peptide amino acid sequence and an MHC pseudo amino acid sequence, predict their binding affinity value. This is MHC class II binding data. (1) The peptide sequence is FVGKMYFNLIDTK. The MHC is DRB1_0401 with pseudo-sequence DRB1_0401. The binding affinity (normalized) is 0.420. (2) The peptide sequence is ITDTTIGTGDDCISI. The MHC is DRB1_0405 with pseudo-sequence DRB1_0405. The binding affinity (normalized) is 0.166. (3) The peptide sequence is AGILARNLVPMVATV. The MHC is DRB1_0101 with pseudo-sequence DRB1_0101. The binding affinity (normalized) is 0.534. (4) The peptide sequence is DLGRNEVVNDVSTFS. The MHC is HLA-DQA10301-DQB10302 with pseudo-sequence HLA-DQA10301-DQB10302. The binding affinity (normalized) is 0.289. (5) The peptide sequence is IAAMMTSPLSVASMT. The MHC is DRB1_0901 with pseudo-sequence DRB1_0901. The binding affinity (normalized) is 0.569. (6) The peptide sequence is INEPTAAAIAYGLDR. The MHC is HLA-DQA10401-DQB10402 with pseudo-sequence HLA-DQA10401-DQB10402. The binding affinity (normalized) is 0.550. (7) The peptide sequence is FGTMPSLTLACLTKQ. The MHC is DRB1_0301 with pseudo-sequence DRB1_0301. The binding affinity (normalized) is 0.207. (8) The peptide sequence is AAHHYVKISGGPHISY. The MHC is DRB1_0401 with pseudo-sequence DRB1_0401. The binding affinity (normalized) is 0.452. (9) The peptide sequence is AALDAQAVELTARLN. The MHC is DRB3_0202 with pseudo-sequence DRB3_0202. The binding affinity (normalized) is 0.0662. (10) The peptide sequence is ILMTATPPGTSDEFP. The MHC is DRB1_0801 with pseudo-sequence DRB1_0801. The binding affinity (normalized) is 0.378.